The task is: Regression. Given a peptide amino acid sequence and an MHC pseudo amino acid sequence, predict their binding affinity value. This is MHC class I binding data.. This data is from Peptide-MHC class I binding affinity with 185,985 pairs from IEDB/IMGT. (1) The peptide sequence is FMASPENVI. The MHC is HLA-A02:01 with pseudo-sequence HLA-A02:01. The binding affinity (normalized) is 0.762. (2) The MHC is HLA-A25:01 with pseudo-sequence HLA-A25:01. The peptide sequence is ETDDYMFFV. The binding affinity (normalized) is 0.0847. (3) The peptide sequence is FQWMGYELW. The MHC is Mamu-A2601 with pseudo-sequence Mamu-A2601. The binding affinity (normalized) is 0.106. (4) The peptide sequence is DIVNEHDIK. The MHC is HLA-A68:01 with pseudo-sequence HLA-A68:01. The binding affinity (normalized) is 0.241. (5) The peptide sequence is YLLCCNYKL. The MHC is HLA-A02:01 with pseudo-sequence HLA-A02:01. The binding affinity (normalized) is 1.00. (6) The peptide sequence is KLHLYSHPI. The MHC is HLA-A68:01 with pseudo-sequence HLA-A68:01. The binding affinity (normalized) is 0.